From a dataset of Reaction yield outcomes from USPTO patents with 853,638 reactions. Predict the reaction yield, written as a fraction of the theoretical maximum amount of product (1.0 means a 100% yield; for example, 0.34 means a 34% yield). (1) The reactants are C([O:3][C:4]([C:6]1[CH:10]=[C:9]([C:11]2[O:12][CH:13]=[CH:14][CH:15]=2)[O:8][N:7]=1)=[O:5])C.[OH-].[Li+]. The catalyst is C1COCC1.CO. The product is [O:12]1[CH:13]=[CH:14][CH:15]=[C:11]1[C:9]1[O:8][N:7]=[C:6]([C:4]([OH:5])=[O:3])[CH:10]=1. The yield is 0.900. (2) The reactants are [CH3:1][N:2]([CH3:8])[C@H:3]1[CH2:7][CH2:6][NH:5][CH2:4]1.[Cl:9][C:10]1[C:11]([C:29]2[CH:30]=[N:31][N:32]3[CH:37]=[CH:36][CH:35]=[CH:34][C:33]=23)=[N:12][C:13]([NH:16][C:17]2[CH:22]=[C:21]([N+:23]([O-:25])=[O:24])[C:20](F)=[CH:19][C:18]=2[O:27][CH3:28])=[N:14][CH:15]=1.CCN(C(C)C)C(C)C. The catalyst is CC(N(C)C)=O.CO. The product is [Cl:9][C:10]1[C:11]([C:29]2[CH:30]=[N:31][N:32]3[CH:37]=[CH:36][CH:35]=[CH:34][C:33]=23)=[N:12][C:13]([NH:16][C:17]2[CH:22]=[C:21]([N+:23]([O-:25])=[O:24])[C:20]([N:5]3[CH2:6][CH2:7][C@H:3]([N:2]([CH3:8])[CH3:1])[CH2:4]3)=[CH:19][C:18]=2[O:27][CH3:28])=[N:14][CH:15]=1. The yield is 0.980. (3) The reactants are ClC1C=C(Cl)C=CC=1CN1[C:9](/C=C/C(O)=O)=[CH:8][C:7]([O:15]C(C)C)=[N:6]1.[CH3:24][CH:25]([CH3:32])[CH2:26][CH2:27][S:28](N)(=[O:30])=[O:29].N12CCCN=C1CCCCC2. The catalyst is CN(C)C=O. The product is [CH3:24][CH:25]([CH3:32])[CH2:26][CH2:27][S:28]([NH:6][C:7](=[O:15])[CH:8]=[CH2:9])(=[O:30])=[O:29]. The yield is 0.280.